Regression. Given two drug SMILES strings and cell line genomic features, predict the synergy score measuring deviation from expected non-interaction effect. From a dataset of NCI-60 drug combinations with 297,098 pairs across 59 cell lines. (1) Drug 1: CC1=CC2C(CCC3(C2CCC3(C(=O)C)OC(=O)C)C)C4(C1=CC(=O)CC4)C. Cell line: HCT116. Drug 2: C1CN1P(=S)(N2CC2)N3CC3. Synergy scores: CSS=22.4, Synergy_ZIP=-6.75, Synergy_Bliss=-3.10, Synergy_Loewe=-23.1, Synergy_HSA=-2.05. (2) Drug 1: C1=CC(=CC=C1CCCC(=O)O)N(CCCl)CCCl. Drug 2: CC1CCCC2(C(O2)CC(NC(=O)CC(C(C(=O)C(C1O)C)(C)C)O)C(=CC3=CSC(=N3)C)C)C. Cell line: NCIH23. Synergy scores: CSS=38.4, Synergy_ZIP=-3.53, Synergy_Bliss=-8.44, Synergy_Loewe=-8.78, Synergy_HSA=-8.92. (3) Drug 1: CC1=C(C(=CC=C1)Cl)NC(=O)C2=CN=C(S2)NC3=CC(=NC(=N3)C)N4CCN(CC4)CCO. Drug 2: C1CC(=O)NC(=O)C1N2C(=O)C3=CC=CC=C3C2=O. Cell line: OVCAR-5. Synergy scores: CSS=7.26, Synergy_ZIP=0.0765, Synergy_Bliss=3.20, Synergy_Loewe=1.64, Synergy_HSA=3.80. (4) Drug 1: CC1=C(C=C(C=C1)NC2=NC=CC(=N2)N(C)C3=CC4=NN(C(=C4C=C3)C)C)S(=O)(=O)N.Cl. Drug 2: C1=CC(=CC=C1CCC2=CNC3=C2C(=O)NC(=N3)N)C(=O)NC(CCC(=O)O)C(=O)O. Cell line: DU-145. Synergy scores: CSS=14.6, Synergy_ZIP=-3.83, Synergy_Bliss=0.240, Synergy_Loewe=-11.7, Synergy_HSA=-1.04. (5) Synergy scores: CSS=39.1, Synergy_ZIP=4.79, Synergy_Bliss=7.43, Synergy_Loewe=-21.3, Synergy_HSA=5.70. Cell line: HOP-62. Drug 1: C1=CC(=CC=C1CC(C(=O)O)N)N(CCCl)CCCl.Cl. Drug 2: CCC1=C2CN3C(=CC4=C(C3=O)COC(=O)C4(CC)O)C2=NC5=C1C=C(C=C5)O. (6) Drug 1: CC1=C2C(C(=O)C3(C(CC4C(C3C(C(C2(C)C)(CC1OC(=O)C(C(C5=CC=CC=C5)NC(=O)OC(C)(C)C)O)O)OC(=O)C6=CC=CC=C6)(CO4)OC(=O)C)OC)C)OC. Drug 2: CNC(=O)C1=NC=CC(=C1)OC2=CC=C(C=C2)NC(=O)NC3=CC(=C(C=C3)Cl)C(F)(F)F. Cell line: RXF 393. Synergy scores: CSS=45.3, Synergy_ZIP=-7.40, Synergy_Bliss=-7.36, Synergy_Loewe=-7.50, Synergy_HSA=-2.25. (7) Cell line: SW-620. Drug 2: C1=CC=C(C=C1)NC(=O)CCCCCCC(=O)NO. Drug 1: C1=NC2=C(N1)C(=S)N=C(N2)N. Synergy scores: CSS=20.3, Synergy_ZIP=-6.40, Synergy_Bliss=-4.24, Synergy_Loewe=-3.38, Synergy_HSA=-2.24.